This data is from Choline transporter screen with 302,306 compounds. The task is: Binary Classification. Given a drug SMILES string, predict its activity (active/inactive) in a high-throughput screening assay against a specified biological target. (1) The drug is Brc1cc2c3c4n(CCN(C4CCC3)CC)c2cc1. The result is 0 (inactive). (2) The molecule is Clc1c(C(=O)Nc2ccc(S(=O)(=O)NC3=NCCCCC3)cc2)ccc(Cl)c1. The result is 1 (active).